From a dataset of Experimentally validated miRNA-target interactions with 360,000+ pairs, plus equal number of negative samples. Binary Classification. Given a miRNA mature sequence and a target amino acid sequence, predict their likelihood of interaction. (1) The miRNA is hsa-miR-2682-3p with sequence CGCCUCUUCAGCGCUGUCUUCC. The protein sequence of the target gene is MTAWLISLMSIEVLLLAVRHLSLHIEPEEGSLAGGTWITVIFDGLELGVLYPNNGSQLEIHLVNVNMVVPALRSVPCDVFPVFLDLPVVTCRTRSVLSEAHEGLYFLEAYFGGQLVSSPNPGPRDSCTFKFSKAQTPIVHQVYPPSGVPGKLIHVYGWIITGRLETFDFDAEYIDSPVILEAQGDKWVTPCSLINRQMGSCYPIQEDHGLGTLQCHVEGDYIGSQNVSFSVFNKGKSMVHKKAWLISAKQDLFLYQTHSEILSVFPETGSLGGRTNITITGDFFDNSAQVTIAGIPCDIR.... Result: 1 (interaction). (2) The miRNA is rno-miR-18a-5p with sequence UAAGGUGCAUCUAGUGCAGAUAG. The protein sequence of the target gene is MPLNVSFANRNYDLDYDSVQPYFICDEEENFYHQQQQSELQPPAPSEDIWKKFELLPTPPLSPSRRSGLCSPSYVAVATSFSPREDDDGGGGNFSTADQLEMMTELLGGDMVNQSFICDPDDETFIKNIIIQDCMWSGFSAAAKLVSEKLASYQAARKDSTSLSPARGHSVCSTSSLYLQDLTAAASECIDPSVVFPYPLNDSSSPKSCTSSDSTAFSSSSDSLLSSESSPRATPEPLVLHEETPPTTSSDSEEEQDDEEEIDVVSVEKRQPPAKRSESGSSPSRGHSKPPHSPLVLKRC.... Result: 1 (interaction). (3) The miRNA is hsa-miR-6815-3p with sequence UGGCUUCUCUUGCACACCCAG. The protein sequence of the target gene is MSVFLGPGMPSASLLVNLLSALLILFVFGETEIRFTGQTEFVVNETSTTVIRLIIERIGEPANVTAIVSLYGEDAGDFFDTYAAAFIPAGETNRTVYIAVCDDDLPEPDETFIFHLTLQKPSANVKLGWPRTVTVTILSNDNAFGIISFNMLPSIAVSEPKGRNESMPLTLIREKGTYGMVMVTFEVEGGPNPPDEDLSPVKGNITFPPGRATVIYNLTVLDDEVPENDEIFLIQLKSVEGGAEINTSRNSIEIIIKKNDSPVRFLQSIYLVPEEDHILIIPVVRGKDNNGNLIGSDEYE.... Result: 0 (no interaction). (4) The miRNA is mmu-miR-574-5p with sequence UGAGUGUGUGUGUGUGAGUGUGU. The protein sequence of the target gene is MSQVTFSDVAIDFSHEEWACLDSAQRDLYKDVMVQNYENLVSVGLSVTKPYVIMLLEDGKEPWMMEKKLSKAYPFPLSHSVPASVNFGFSALFEHCSEVTEIFELSELCVFWVLHFLSNSPNSTVEAFSRSKKKKKKKKKRQCFAFLIYFRLGIKMGKQGIINKEGYLYEDSPQPVTMEKVVKQSYEFSNSNKNLEYTECDTFRSTFHSKSTLSEPQNNSAEGNSHKYDILKKNLSKKSVIKSERINGGKKLLNSNKSGAAFNQSKSLTLPQTCNREKIYTCSECGKAFGKQSILSRHWR.... Result: 0 (no interaction). (5) The miRNA is hsa-miR-6766-5p with sequence CGGGUGGGAGCAGAUCUUAUUGAG. The protein sequence of the target gene is MAEAGPQAPPPPGTPSRHEKSLGLLTTKFVSLLQEAKDGVLDLKLAADTLAVRQKRRIYDITNVLEGIGLIEKKSKNSIQWKGVGPGCNTREIADKLIELKAEIEELQQREQELDQHKVWVQQSIRNVTEDVQNSCLAYVTHEDICRCFAGDTLLAIRAPSGTSLEVPIPEGLNGQKKYQIHLKSVSGPIEVLLVNKEAWSSPPVAVPVPPPEDLLQSPSAVSTPPPLPKPALAQSQEASRPNSPQLTPTAVPGSAEVQGMAGPAAEITVSGGPGTDSKDSGELSSLPLGPTTLDTRPLQ.... Result: 1 (interaction). (6) The miRNA is rno-let-7d-3p with sequence CUAUACGACCUGCUGCCUUUCU. The protein sequence of the target gene is MSGCFPVSGLRCLSRDGRMAAQGAPRFLLTFDFDETIVDENSDDSIVRAAPGQRLPESLRATYREGFYNEYMQRVFKYLGEQGVRPRDLSAIYEAIPLSPGMSDLLQFVAKQGACFEVILISDANTFGVESSLRAAGHHSLFRRILSNPSGPDARGLLALRPFHTHSCARCPANMCKHKVLSDYLRERAHDGVHFERLFYVGDGANDFCPMGLLAGGDVAFPRRGYPMHRLIQEAQKAEPSSFRASVVPWETAADVRLHLQQVLKSC. Result: 0 (no interaction).